From a dataset of Forward reaction prediction with 1.9M reactions from USPTO patents (1976-2016). Predict the product of the given reaction. (1) Given the reactants [F:1][C:2]([F:13])([F:12])[C:3]1[CH:8]=[CH:7][C:6](B(O)O)=[CH:5][CH:4]=1.[CH:14]1([S:19][C:20]2[CH:25]=[CH:24][CH:23]=[C:22](Br)[CH:21]=2)[CH2:18][CH2:17][CH2:16][CH2:15]1.C(=O)([O-])[O-].[Na+].[Na+].C1(C)C=CC=CC=1, predict the reaction product. The product is: [CH:14]1([S:19][C:20]2[CH:25]=[CH:24][CH:23]=[C:22]([C:6]3[CH:7]=[CH:8][C:3]([C:2]([F:13])([F:12])[F:1])=[CH:4][CH:5]=3)[CH:21]=2)[CH2:15][CH2:16][CH2:17][CH2:18]1. (2) Given the reactants [CH3:1][S:2]([C:5]1[CH:10]=[CH:9][C:8]([NH:11][C:12]2[C:17]([N+:18]([O-:20])=[O:19])=[C:16]([O:21][CH:22]3[CH2:27][CH2:26][NH:25][CH2:24][CH2:23]3)[N:15]=[CH:14][N:13]=2)=[CH:7][CH:6]=1)(=[O:4])=[O:3].Cl[CH2:29][C:30]1[CH:35]=[CH:34][CH:33]=[CH:32][N:31]=1.C(N(CC)CC)C, predict the reaction product. The product is: [CH3:1][S:2]([C:5]1[CH:10]=[CH:9][C:8]([NH:11][C:12]2[C:17]([N+:18]([O-:20])=[O:19])=[C:16]([O:21][CH:22]3[CH2:27][CH2:26][N:25]([CH2:29][C:30]4[CH:35]=[CH:34][CH:33]=[CH:32][N:31]=4)[CH2:24][CH2:23]3)[N:15]=[CH:14][N:13]=2)=[CH:7][CH:6]=1)(=[O:4])=[O:3]. (3) Given the reactants [N:1]1([CH:7]2[CH2:16][CH2:15][C:14]3[CH:13]=[C:12]([C:17]#[N:18])[CH:11]=[CH:10][C:9]=3[CH2:8]2)[CH2:6][CH2:5][NH:4][CH2:3][CH2:2]1.Br[CH2:20][CH2:21][C:22]1[CH:27]=[CH:26][C:25]([N+:28]([O-:30])=[O:29])=[CH:24][CH:23]=1.CCN(C(C)C)C(C)C.[OH-].[Na+], predict the reaction product. The product is: [N+:28]([C:25]1[CH:26]=[CH:27][C:22]([CH2:21][CH2:20][N:4]2[CH2:3][CH2:2][N:1]([CH:7]3[CH2:16][CH2:15][C:14]4[CH:13]=[C:12]([C:17]#[N:18])[CH:11]=[CH:10][C:9]=4[CH2:8]3)[CH2:6][CH2:5]2)=[CH:23][CH:24]=1)([O-:30])=[O:29]. (4) Given the reactants Cl[C:2]1[CH:7]=[C:6]([C:8]([F:11])([F:10])[F:9])[N:5]=[C:4]([C:12]2[CH:17]=[CH:16][CH:15]=[C:14]([Cl:18])[CH:13]=2)[CH:3]=1.CC1(C)C(C)(C)OB([CH2:27][C:28]2[CH:33]=[CH:32][C:31]([CH2:34][C:35]([O:37][CH3:38])=[O:36])=[CH:30][CH:29]=2)O1.C([O-])([O-])=O.[Na+].[Na+].[Cl-], predict the reaction product. The product is: [Cl:18][C:14]1[CH:13]=[C:12]([C:4]2[CH:3]=[C:2]([CH2:27][C:28]3[CH:29]=[CH:30][C:31]([CH2:34][C:35]([O:37][CH3:38])=[O:36])=[CH:32][CH:33]=3)[CH:7]=[C:6]([C:8]([F:11])([F:10])[F:9])[N:5]=2)[CH:17]=[CH:16][CH:15]=1. (5) Given the reactants [F:1][C:2]1[CH:3]=[C:4]([CH2:8][C@H:9]([NH:33][C:34](=[O:38])[CH2:35][O:36][CH3:37])[C@H:10]([OH:32])[CH2:11][NH:12][C@@H:13]2[C:22]3[C:17](=[C:18](Cl)[N:19]=[C:20]([CH2:23][C:24]([CH3:27])([CH3:26])[CH3:25])[CH:21]=3)[O:16][C:15]3([CH2:31][CH2:30][CH2:29]3)[CH2:14]2)[CH:5]=[CH:6][CH:7]=1.C(=O)([O-])[O-].[Cs+].[Cs+].CN(C1C(C2C(P(C3CCCCC3)C3CCCCC3)=CC=CC=2)=CC=CC=1)C.[F:73][C:74]([F:78])([F:77])[CH2:75][OH:76], predict the reaction product. The product is: [CH3:25][C:24]([CH3:27])([CH3:26])[CH2:23][C:20]1[CH:21]=[C:22]2[C@@H:13]([NH:12][CH2:11][C@@H:10]([OH:32])[C@@H:9]([NH:33][C:34](=[O:38])[CH2:35][O:36][CH3:37])[CH2:8][C:4]3[CH:5]=[CH:6][CH:7]=[C:2]([F:1])[CH:3]=3)[CH2:14][C:15]3([CH2:31][CH2:30][CH2:29]3)[O:16][C:17]2=[C:18]([O:76][CH2:75][C:74]([F:78])([F:77])[F:73])[N:19]=1. (6) The product is: [NH2:22][C:21]1[N:20]([CH3:23])[N:19]=[CH:18][C:17]=1[NH:16][C:14](=[O:15])[C@@H:2]([NH:1][C:37]([NH:38][C:39]([O:40][C:41]([CH3:44])([CH3:43])[CH3:42])=[O:45])=[N:46][C:47]([O:48][C:49]([CH3:52])([CH3:51])[CH3:50])=[O:53])[CH2:3][CH2:4][CH2:5][NH:6][C:7](=[O:13])[O:8][C:9]([CH3:11])([CH3:12])[CH3:10]. Given the reactants [NH2:1][C@H:2]([C:14]([NH:16][C:17]1[CH:18]=[N:19][N:20]([CH3:23])[C:21]=1[NH2:22])=[O:15])[CH2:3][CH2:4][CH2:5][NH:6][C:7](=[O:13])[O:8][C:9]([CH3:12])([CH3:11])[CH3:10].C(N(CC)CC)C.FC(F)(F)S(N=[C:37]([NH:46][C:47](=[O:53])[O:48][C:49]([CH3:52])([CH3:51])[CH3:50])[NH:38][C:39](=[O:45])[O:40][C:41]([CH3:44])([CH3:43])[CH3:42])(=O)=O, predict the reaction product. (7) Given the reactants [CH3:1][O:2][C:3]1[CH:10]=[CH:9][C:6]([NH:7][CH3:8])=[CH:5][CH:4]=1.Br[CH2:12][CH2:13][O:14][C:15]1[CH:20]=[CH:19][C:18]([OH:21])=[CH:17][CH:16]=1.C(N(C(C)C)CC)(C)C, predict the reaction product. The product is: [CH3:1][O:2][C:3]1[CH:10]=[CH:9][C:6]([N:7]([CH3:8])[CH2:12][CH2:13][O:14][C:15]2[CH:20]=[CH:19][C:18]([OH:21])=[CH:17][CH:16]=2)=[CH:5][CH:4]=1.